Dataset: Catalyst prediction with 721,799 reactions and 888 catalyst types from USPTO. Task: Predict which catalyst facilitates the given reaction. Reactant: [CH3:1][N:2]([CH3:26])[CH2:3][CH2:4][NH:5][C:6](=[O:25])[CH2:7][C:8]1[CH:13]=[CH:12][C:11]([NH:14]C(=O)OCC2C=CC=CC=2)=[CH:10][CH:9]=1. Product: [NH2:14][C:11]1[CH:10]=[CH:9][C:8]([CH2:7][C:6]([NH:5][CH2:4][CH2:3][N:2]([CH3:1])[CH3:26])=[O:25])=[CH:13][CH:12]=1. The catalyst class is: 43.